Task: Predict which catalyst facilitates the given reaction.. Dataset: Catalyst prediction with 721,799 reactions and 888 catalyst types from USPTO (1) Reactant: [CH3:1][C:2]1[N:3]=[C:4]([C:14]2[CH:19]=[CH:18][CH:17]=[CH:16][CH:15]=2)[S:5][C:6]=1[C:7]1[CH:12]=[CH:11][C:10]([NH2:13])=[CH:9][CH:8]=1.C1C(=O)N([Br:27])C(=O)C1. Product: [Br:27][C:9]1[CH:8]=[C:7]([C:6]2[S:5][C:4]([C:14]3[CH:15]=[CH:16][CH:17]=[CH:18][CH:19]=3)=[N:3][C:2]=2[CH3:1])[CH:12]=[CH:11][C:10]=1[NH2:13]. The catalyst class is: 2. (2) Product: [F:18][C:15]([F:16])([F:17])[C:13]1[CH:14]=[C:9]([OH:8])[CH:10]=[N:11][CH:12]=1. Reactant: C([O:8][C:9]1[CH:10]=[N:11][CH:12]=[C:13]([C:15]([F:18])([F:17])[F:16])[CH:14]=1)C1C=CC=CC=1. The catalyst class is: 19. (3) Reactant: Cl[C:2]1[N:7]=[C:6]2[O:8][C:9]3[N:26]=[C:25]([C:27]4[CH:37]=[CH:36][C:30]([C:31]([N:33]([CH3:35])[CH3:34])=[O:32])=[CH:29][CH:28]=4)[CH:24]=[CH:23][C:10]=3[CH:11]([C:12]([CH3:22])([CH3:21])[C:13](=[O:20])[NH:14][C:15]3[S:16][CH:17]=[N:18][N:19]=3)[C:5]2=[CH:4][CH:3]=1.[CH3:38][NH:39][CH3:40]. Product: [CH3:38][N:39]([CH3:40])[C:2]1[N:7]=[C:6]2[O:8][C:9]3[N:26]=[C:25]([C:27]4[CH:37]=[CH:36][C:30]([C:31]([N:33]([CH3:35])[CH3:34])=[O:32])=[CH:29][CH:28]=4)[CH:24]=[CH:23][C:10]=3[CH:11]([C:12]([CH3:22])([CH3:21])[C:13](=[O:20])[NH:14][C:15]3[S:16][CH:17]=[N:18][N:19]=3)[C:5]2=[CH:4][CH:3]=1. The catalyst class is: 5. (4) Reactant: N1CCC[C@H]1C(O)=O.[C:9]([C:11]1[CH:12]=[C:13]([CH:16]=[CH:17][CH:18]=1)[CH:14]=O)#[N:10].[CH3:19][C:20]1([CH3:28])[O:27][C:25](=[O:26])[CH2:24][C:22](=[O:23])[O:21]1.CC1NC(C)=C(C(OCC)=O)CC=1C(OCC)=O. Product: [CH3:19][C:20]1([CH3:28])[O:27][C:25](=[O:26])[CH:24]([CH2:14][C:13]2[CH:12]=[C:11]([CH:18]=[CH:17][CH:16]=2)[C:9]#[N:10])[C:22](=[O:23])[O:21]1. The catalyst class is: 8.